This data is from Experimentally validated miRNA-target interactions with 360,000+ pairs, plus equal number of negative samples. The task is: Binary Classification. Given a miRNA mature sequence and a target amino acid sequence, predict their likelihood of interaction. (1) The miRNA is rno-miR-31a-5p with sequence AGGCAAGAUGCUGGCAUAGCUG. The protein sequence of the target gene is MGPLRESKKEQRVQHQEKEISRSRIPRLILRPHRPQQQQQQQNKVSPASESPFSEEESREFNPSSSGRSARTISSNSFCSDDTGCPSSQSVSPVKTPSDTGHSPIGFCPGSDEDFTRKKCRIGMVGEGSIQSARHKKEPKGGIIKPGSEADFSSSSSTGSISAPEVHMSTTGNKRASFSRNRGPHGRSNGASSHKSGSSPPSPREKDLVSMLCRNPLSPSNIHPSYAPSSPSSSNSGSYKGSDCSPVMRRSGRYMSCGENHGVKPPNPEQYLTPLQQKEVTVRHLRTKLKESERRLHERE.... Result: 0 (no interaction). (2) The miRNA is hsa-miR-1343-5p with sequence UGGGGAGCGGCCCCCGGGUGGG. The protein sequence of the target gene is MAAALLLLRGLRPGPEPRPRRLWGLLSGRGPGLSSGAGARRPYAARGTPVGPAAAGGHAPQSLLLRILTPSFEGISGLLLKQHIVPNAVRLWPLSGSTLYFNTSRMKQKNKDNDKPKGKTPEDDEEEKRRKEREDQMYRERLRTLFIIALVMSLLNSLSTSGGSISWADFVNEMLAKGEVQRVQVVPESDVVEVYLHPGAVVFGRPRLALMYRMQVANIDKFEEKLRAAEDELNIESKDRIPVSYKRTGFFGNALYALGMTAVGLAILWYVFRLAGMTGREGGFSAFNQLKMARFTIVDG.... Result: 0 (no interaction).